The task is: Predict the reaction yield, written as a fraction of the theoretical maximum amount of product (1.0 means a 100% yield; for example, 0.34 means a 34% yield).. This data is from Reaction yield outcomes from USPTO patents with 853,638 reactions. (1) The catalyst is C(OCC)(=O)C.C1COCC1. The product is [F:17][CH:18]([CH:24]([O:27][C:28](=[O:32])[C:29]([CH3:31])=[CH2:30])[CH2:25][CH3:26])[C:19]([O:21][CH2:22][CH3:23])=[O:20]. The reactants are C(N(CC)CC)C.CN(C1C=CC=CN=1)C.[F:17][CH:18]([CH:24]([OH:27])[CH2:25][CH3:26])[C:19]([O:21][CH2:22][CH3:23])=[O:20].[C:28](Cl)(=[O:32])[C:29]([CH3:31])=[CH2:30].C(=O)(O)[O-].[Na+]. The yield is 0.600. (2) The reactants are [CH3:1][O:2][C:3]1[CH:4]=[C:5]([CH:7]=[CH:8][C:9]=1[O:10][CH2:11][O:12][CH2:13][CH2:14][Si:15]([CH3:18])([CH3:17])[CH3:16])[NH2:6].C(N(CC)CC)C.[Br:26][CH:27]([CH2:31][CH2:32]Br)[C:28](Cl)=[O:29].[OH-].[K+]. The catalyst is ClCCCl. The product is [Br:26][CH:27]1[CH2:31][CH2:32][N:6]([C:5]2[CH:7]=[CH:8][C:9]([O:10][CH2:11][O:12][CH2:13][CH2:14][Si:15]([CH3:17])([CH3:16])[CH3:18])=[C:3]([O:2][CH3:1])[CH:4]=2)[C:28]1=[O:29]. The yield is 0.970. (3) The reactants are [CH:1]([N:4]1[C:8]([C:9]2[S:10][C:11]3[CH2:12][CH2:13][O:14][C:15]4[CH:22]=[CH:21][C:20]([C:23]5[C:24](=[O:29])[NH:25][CH:26]=[CH:27][CH:28]=5)=[CH:19][C:16]=4[C:17]=3[N:18]=2)=[N:7][CH:6]=[N:5]1)([CH3:3])[CH3:2].Br[CH2:31][CH2:32][O:33][CH3:34].[F-].[Cs+]. The catalyst is CN(C=O)C. The product is [CH:1]([N:4]1[C:8]([C:9]2[S:10][C:11]3[CH2:12][CH2:13][O:14][C:15]4[CH:22]=[CH:21][C:20]([C:23]5[C:24]([O:29][CH2:31][CH2:32][O:33][CH3:34])=[N:25][CH:26]=[CH:27][CH:28]=5)=[CH:19][C:16]=4[C:17]=3[N:18]=2)=[N:7][CH:6]=[N:5]1)([CH3:3])[CH3:2]. The yield is 0.0600.